This data is from Reaction yield outcomes from USPTO patents with 853,638 reactions. The task is: Predict the reaction yield, written as a fraction of the theoretical maximum amount of product (1.0 means a 100% yield; for example, 0.34 means a 34% yield). (1) The reactants are C([O-])(=O)C.[Na+].Cl.[NH2:7][OH:8].[OH:9][CH:10]1[CH2:14][CH2:13][C:12](=O)[C:11]1([CH3:17])[CH3:16].Cl. The catalyst is C(O)C.O. The product is [OH:9][CH:10]1[CH2:14][CH2:13][C:12](=[N:7][OH:8])[C:11]1([CH3:17])[CH3:16]. The yield is 0.920. (2) The reactants are [C:1]([C:3]1[CH:4]=[CH:5][C:6]2[N:10]=[CH:9][N:8]([CH2:11][CH:12]3[CH2:17][CH2:16][CH2:15][C:14]([CH2:19][NH:20][CH2:21][C:22]([CH3:28])([CH3:27])[C:23]([O:25][CH3:26])=[O:24])([OH:18])[CH2:13]3)[C:7]=2[CH:29]=1)#[N:2].C1N=CN([C:35](N2C=NC=C2)=[O:36])C=1. The catalyst is O1CCOCC1. The product is [C:1]([C:3]1[CH:4]=[CH:5][C:6]2[N:10]=[CH:9][N:8]([CH2:11][C@H:12]3[CH2:17][CH2:16][CH2:15][C@:14]4([O:18][C:35](=[O:36])[N:20]([CH2:21][C:22]([CH3:27])([CH3:28])[C:23]([O:25][CH3:26])=[O:24])[CH2:19]4)[CH2:13]3)[C:7]=2[CH:29]=1)#[N:2]. The yield is 0.950. (3) The reactants are [C:1](Cl)(=[O:6])[C:2]([CH3:5])([CH3:4])[CH3:3].[NH2:8][C:9]1[CH:10]=[C:11]([OH:15])[CH:12]=[CH:13][CH:14]=1.C(=O)([O-])[O-].[Na+].[Na+]. The catalyst is C(OCC)(=O)C.O. The product is [OH:15][C:11]1[CH:10]=[C:9]([NH:8][C:1](=[O:6])[C:2]([CH3:5])([CH3:4])[CH3:3])[CH:14]=[CH:13][CH:12]=1. The yield is 0.900. (4) The reactants are [C:1]1([C:7]2[N:12]=[C:11]([C:13]([OH:15])=[O:14])[CH:10]=[CH:9][C:8]=2[F:16])[CH2:6][CH2:5][CH2:4][CH2:3][CH:2]=1. The catalyst is CO.[Pd]. The product is [CH:1]1([C:7]2[N:12]=[C:11]([C:13]([OH:15])=[O:14])[CH:10]=[CH:9][C:8]=2[F:16])[CH2:2][CH2:3][CH2:4][CH2:5][CH2:6]1. The yield is 0.650. (5) The reactants are [Cl:1][C:2]1[CH:7]=[C:6]([NH2:8])[CH:5]=[CH:4][N:3]=1.[Br:9]N1C(=O)CCC1=O. The catalyst is C(O)(=O)C. The product is [Br:9][C:7]1[C:2]([Cl:1])=[N:3][CH:4]=[CH:5][C:6]=1[NH2:8]. The yield is 0.470. (6) The reactants are [Cl:1][C:2]1[CH:10]=[CH:9][C:8]2[NH:7][C:6]3[CH2:11][CH2:12][N:13]([CH3:15])[CH2:14][C:5]=3[C:4]=2[CH:3]=1.[OH-].[K+].BrC[CH2:20][C:21]1[CH:26]=[CH:25][CH:24]=[CH:23][N:22]=1. The catalyst is CN1CCCC1=O.O. The product is [Cl:1][C:2]1[CH:10]=[CH:9][C:8]2[N:7]([CH2:20][CH2:21][N:22]3[CH:26]=[CH:25][CH:24]=[CH:23]3)[C:6]3[CH2:11][CH2:12][N:13]([CH3:15])[CH2:14][C:5]=3[C:4]=2[CH:3]=1. The yield is 0.0700. (7) The product is [Cl:1][C:2]1[CH:3]=[C:4]([C:24]2[N:32]=[C:31]([CH3:33])[N:30]=[C:29]3[C:25]=2[N:26]=[CH:27][NH:28]3)[C:5]([NH:8][C:9]2[C:10]3[CH:11]=[N:12][NH:13][C:14]=3[CH:15]=[CH:16][CH:17]=2)=[N:6][CH:7]=1. The yield is 0.820. The catalyst is C(Cl)Cl.CO. The reactants are [Cl:1][C:2]1[CH:3]=[C:4]([C:24]2[N:32]=[C:31]([CH3:33])[N:30]=[C:29]3[C:25]=2[N:26]=[CH:27][N:28]3C2CCCCO2)[C:5]([NH:8][C:9]2[C:10]3[CH:11]=[N:12][N:13](C4CCCCO4)[C:14]=3[CH:15]=[CH:16][CH:17]=2)=[N:6][CH:7]=1.C12(CS(O)(=O)=O)C(C)(C)C(CC1)CC2=O. (8) The reactants are [NH2:1][C:2]1[N:7]=[CH:6][N:5]=[C:4]2[N:8]([C@@H:26]3[CH2:31][CH2:30][CH2:29][N:28]([C:32](=[O:36])[CH2:33][C:34]#[N:35])[CH2:27]3)[N:9]=[C:10]([C:11]3[CH:16]=[CH:15][C:14]([O:17][C:18]4[CH:23]=[CH:22][CH:21]=[C:20]([F:24])[C:19]=4[F:25])=[CH:13][CH:12]=3)[C:3]=12.[CH:37]1([CH:40]=O)[CH2:39][CH2:38]1.N1CCCCC1. The catalyst is CO. The product is [NH2:1][C:2]1[N:7]=[CH:6][N:5]=[C:4]2[N:8]([C@@H:26]3[CH2:31][CH2:30][CH2:29][N:28]([C:32]([C:33](=[CH:40][CH:37]4[CH2:39][CH2:38]4)[C:34]#[N:35])=[O:36])[CH2:27]3)[N:9]=[C:10]([C:11]3[CH:16]=[CH:15][C:14]([O:17][C:18]4[CH:23]=[CH:22][CH:21]=[C:20]([F:24])[C:19]=4[F:25])=[CH:13][CH:12]=3)[C:3]=12. The yield is 0.170. (9) The reactants are [Cl-].O[NH3+:3].[C:4](=[O:7])([O-])[OH:5].[Na+].CS(C)=O.[CH:13]([O:17][C:18]1[CH:23]=[CH:22][C:21]([N:24]2[C:29](=[O:30])[C:28]([CH2:31][C:32]3[CH:37]=[CH:36][C:35]([C:38]4[C:39]([C:44]#[N:45])=[CH:40][CH:41]=[CH:42][CH:43]=4)=[CH:34][CH:33]=3)=[C:27]([CH2:46][CH2:47][CH3:48])[N:26]=[C:25]2[CH3:49])=[CH:20][CH:19]=1)([CH2:15][CH3:16])[CH3:14]. The catalyst is O.C(OCC)(=O)C. The product is [CH:13]([O:17][C:18]1[CH:19]=[CH:20][C:21]([N:24]2[C:29](=[O:30])[C:28]([CH2:31][C:32]3[CH:33]=[CH:34][C:35]([C:38]4[CH:43]=[CH:42][CH:41]=[CH:40][C:39]=4[C:44]4[NH:3][C:4](=[O:7])[O:5][N:45]=4)=[CH:36][CH:37]=3)=[C:27]([CH2:46][CH2:47][CH3:48])[N:26]=[C:25]2[CH3:49])=[CH:22][CH:23]=1)([CH2:15][CH3:16])[CH3:14]. The yield is 0.490. (10) The catalyst is CN(C=O)C.[Cu]I.C1COCC1. The product is [Cl:11][C:12]1[N:19]=[C:18]([Cl:20])[C:17]([C:5]([F:8])([F:7])[F:6])=[CH:16][C:13]=1[C:14]#[N:15]. The reactants are [F-].[K+].C[Si](C)(C)[C:5]([F:8])([F:7])[F:6].[Cl:11][C:12]1[N:19]=[C:18]([Cl:20])[C:17](I)=[CH:16][C:13]=1[C:14]#[N:15].N. The yield is 0.375.